From a dataset of Forward reaction prediction with 1.9M reactions from USPTO patents (1976-2016). Predict the product of the given reaction. (1) The product is: [O:1]1[CH:5]=[CH:4][CH:3]=[C:2]1[C:6]1[CH:7]=[C:8]([C:17]([OH:19])=[O:18])[C:9]2[C:14]([CH3:15])=[N:13][N:12]([CH3:16])[C:10]=2[N:11]=1. Given the reactants [O:1]1[CH:5]=[CH:4][CH:3]=[C:2]1[C:6]1[CH:7]=[C:8]([C:17]([O:19]C)=[O:18])[C:9]2[C:14]([CH3:15])=[N:13][N:12]([CH3:16])[C:10]=2[N:11]=1.Cl, predict the reaction product. (2) The product is: [CH3:1][O:2][C:3](=[O:29])[C:4]1[CH:9]=[CH:8][C:7]([O:10][CH2:11][CH2:12][CH2:13][O:38]/[N:37]=[CH:36]/[C:33]2[CH:34]=[CH:35][C:30]([C:39]3[CH:40]=[CH:41][CH:42]=[CH:43][CH:44]=3)=[CH:31][CH:32]=2)=[CH:6][C:5]=1[NH:15][C:16](=[O:28])[C:17]1[CH:22]=[CH:21][C:20]([O:23][C:24]([F:27])([F:26])[F:25])=[CH:19][CH:18]=1. Given the reactants [CH3:1][O:2][C:3](=[O:29])[C:4]1[CH:9]=[CH:8][C:7]([O:10][CH2:11][CH2:12][CH2:13]Br)=[CH:6][C:5]=1[NH:15][C:16](=[O:28])[C:17]1[CH:22]=[CH:21][C:20]([O:23][C:24]([F:27])([F:26])[F:25])=[CH:19][CH:18]=1.[C:30]1([C:39]2[CH:44]=[CH:43][CH:42]=[CH:41][CH:40]=2)[CH:35]=[CH:34][C:33]([CH:36]=[N:37][OH:38])=[CH:32][CH:31]=1.C(=O)([O-])[O-].[Cs+].[Cs+], predict the reaction product.